From a dataset of Catalyst prediction with 721,799 reactions and 888 catalyst types from USPTO. Predict which catalyst facilitates the given reaction. (1) Reactant: [NH2:1][CH2:2][C:3]1[CH:11]=[CH:10][C:6]([C:7]([NH2:9])=[O:8])=[CH:5][CH:4]=1.CN1C=CN=C1.[Cl:18][C:19]1[CH:20]=[C:21]([N:27]2[C:31]([CH3:32])=[C:30]([C:33](Cl)=[O:34])[C:29]([CH3:36])=[N:28]2)[CH:22]=[CH:23][C:24]=1[C:25]#[N:26].Cl. Product: [C:7]([C:6]1[CH:5]=[CH:4][C:3]([CH2:2][NH:1][C:33]([C:30]2[C:29]([CH3:36])=[N:28][N:27]([C:21]3[CH:22]=[CH:23][C:24]([C:25]#[N:26])=[C:19]([Cl:18])[CH:20]=3)[C:31]=2[CH3:32])=[O:34])=[CH:11][CH:10]=1)(=[O:8])[NH2:9]. The catalyst class is: 44. (2) Reactant: [O:1]([C:8]1[CH:13]=[CH:12][C:11]([S:14](Cl)(=[O:16])=[O:15])=[CH:10][CH:9]=1)[C:2]1[CH:7]=[CH:6][CH:5]=[CH:4][CH:3]=1.[CH2:18]([O:24][CH2:25][CH2:26][NH2:27])[CH2:19][O:20][CH2:21][CH2:22][NH2:23].[CH2:28](N(CC)CC)C.[C:35](O[C:35]([O:37][C:38]([CH3:41])([CH3:40])[CH3:39])=[O:36])([O:37][C:38]([CH3:41])([CH3:40])[CH3:39])=[O:36]. Product: [CH2:2]([O:1][C:8]1[CH:9]=[CH:10][C:11]([S:14]([NH:23][CH2:22][CH2:21][O:20][CH2:19][CH2:18][O:24][CH2:25][CH2:26][NH:27][C:35](=[O:36])[O:37][C:38]([CH3:41])([CH3:40])[CH3:39])(=[O:15])=[O:16])=[CH:12][CH:13]=1)[C:7]1[CH:6]=[CH:5][CH:4]=[CH:3][CH:28]=1. The catalyst class is: 2.